Dataset: Full USPTO retrosynthesis dataset with 1.9M reactions from patents (1976-2016). Task: Predict the reactants needed to synthesize the given product. (1) Given the product [F:1][C:2]1[CH:7]=[C:6]([OH:8])[CH:5]=[C:4]([F:10])[C:3]=1[N:11]1[CH:15]=[C:14]([C:16]([F:18])([F:19])[F:17])[CH:13]=[N:12]1, predict the reactants needed to synthesize it. The reactants are: [F:1][C:2]1[CH:7]=[C:6]([O:8]C)[CH:5]=[C:4]([F:10])[C:3]=1[N:11]1[CH:15]=[C:14]([C:16]([F:19])([F:18])[F:17])[CH:13]=[N:12]1.B(Br)(Br)Br. (2) The reactants are: [NH2:1][C:2]1[CH:7]=[CH:6][C:5]([C:8]2[C:16]3[C:11](=[N:12][CH:13]=[N:14][C:15]=3[NH2:17])[N:10]([C@H:18]3[CH2:22][CH2:21][O:20][CH2:19]3)[N:9]=2)=[CH:4][CH:3]=1.[F:23][C:24]([F:35])([F:34])[C:25]1[CH:26]=[C:27]([CH:31]=[CH:32][CH:33]=1)[C:28](Cl)=[O:29]. Given the product [NH2:17][C:15]1[N:14]=[CH:13][N:12]=[C:11]2[N:10]([C@H:18]3[CH2:22][CH2:21][O:20][CH2:19]3)[N:9]=[C:8]([C:5]3[CH:6]=[CH:7][C:2]([NH:1][C:28](=[O:29])[C:27]4[CH:31]=[CH:32][CH:33]=[C:25]([C:24]([F:23])([F:34])[F:35])[CH:26]=4)=[CH:3][CH:4]=3)[C:16]=12, predict the reactants needed to synthesize it.